This data is from Forward reaction prediction with 1.9M reactions from USPTO patents (1976-2016). The task is: Predict the product of the given reaction. (1) Given the reactants [Cl:1][C:2]1[CH:7]=[CH:6][C:5]([C:8]2[CH:13]=[CH:12][N:11]3[C:14](=[O:17])[NH:15][N:16]=[C:10]3[C:9]=2[C:18]2[CH:23]=[CH:22][C:21]([Cl:24])=[CH:20][CH:19]=2)=[CH:4][CH:3]=1.C([O-])([O-])=O.[K+].[K+].Br[CH2:32][CH2:33][CH:34]([CH3:36])[CH3:35], predict the reaction product. The product is: [Cl:1][C:2]1[CH:7]=[CH:6][C:5]([C:8]2[CH:13]=[CH:12][N:11]3[C:14](=[O:17])[N:15]([CH2:32][CH2:33][CH:34]([CH3:36])[CH3:35])[N:16]=[C:10]3[C:9]=2[C:18]2[CH:19]=[CH:20][C:21]([Cl:24])=[CH:22][CH:23]=2)=[CH:4][CH:3]=1. (2) Given the reactants [Cl:1][C:2]1[C:3]2[N:4]([C:8]([CH:27]3[CH2:30][CH:29]([CH2:31][OH:32])[CH2:28]3)=[N:9][C:10]=2[C:11]2[CH:20]=[C:19]3[C:14]([CH:15]=[CH:16][C:17]([C:21]4[CH:26]=[CH:25][CH:24]=[CH:23][CH:22]=4)=[N:18]3)=[CH:13][CH:12]=2)[CH:5]=[CH:6][N:7]=1.[N+:33]([C:36]1[CH:44]=[CH:43][C:39]([C:40](Cl)=[O:41])=[CH:38][CH:37]=1)([O-:35])=[O:34].C(N(CC)C(C)C)(C)C, predict the reaction product. The product is: [N+:33]([C:36]1[CH:37]=[CH:38][C:39]([C:40]([O:32][CH2:31][C@H:29]2[CH2:28][C@@H:27]([C:8]3[N:4]4[CH:5]=[CH:6][N:7]=[C:2]([Cl:1])[C:3]4=[C:10]([C:11]4[CH:20]=[C:19]5[C:14]([CH:15]=[CH:16][C:17]([C:21]6[CH:26]=[CH:25][CH:24]=[CH:23][CH:22]=6)=[N:18]5)=[CH:13][CH:12]=4)[N:9]=3)[CH2:30]2)=[O:41])=[CH:43][CH:44]=1)([O-:35])=[O:34]. (3) Given the reactants [C:1]([C:3]1[CH:4]=[C:5]([C@@:9]2([NH:18][C:19]([NH:21][C:22](=[O:29])[C:23]3[CH:28]=[CH:27][CH:26]=[CH:25][CH:24]=3)=[S:20])[C@H:14]([CH2:15]O)[CH2:13][C@H:12]([CH3:17])[O:11][CH2:10]2)[CH:6]=[CH:7][CH:8]=1)#[N:2].ClC1C=CC(C#N)=CC=1[C@]12CO[C@@H](C)C[C@H]1CSC(NC(=O)C1C=CC=CC=1)=N2, predict the reaction product. The product is: [C:1]([C:3]1[CH:4]=[C:5]([C@:9]23[CH2:10][O:11][C@@H:12]([CH3:17])[CH2:13][C@H:14]2[CH2:15][S:20][C:19]([NH:21][C:22](=[O:29])[C:23]2[CH:28]=[CH:27][CH:26]=[CH:25][CH:24]=2)=[N:18]3)[CH:6]=[CH:7][CH:8]=1)#[N:2]. (4) The product is: [CH3:15][S:14][C:10]1[N:9]=[C:8]([C:3]2[N:4]=[C:5]([NH2:7])[S:6][C:2]=2[C:16]2[CH:21]=[CH:20][CH:19]=[CH:18][CH:17]=2)[CH:13]=[CH:12][N:11]=1. Given the reactants Br[C:2]1[S:6][C:5]([NH2:7])=[N:4][C:3]=1[C:8]1[CH:13]=[CH:12][N:11]=[C:10]([S:14][CH3:15])[N:9]=1.[C:16]1(B(O)O)[CH:21]=[CH:20][CH:19]=[CH:18][CH:17]=1.[Cl-].[Li+], predict the reaction product. (5) Given the reactants [CH2:1]([C:8]1[CH:9]=[N:10][C:11]2[C:16]([C:17]=1[C:18]1[CH:19]=[C:20]([NH2:24])[CH:21]=[CH:22][CH:23]=1)=[CH:15][CH:14]=[CH:13][C:12]=2[C:25]([F:28])([F:27])[F:26])[C:2]1[CH:7]=[CH:6][CH:5]=[CH:4][CH:3]=1.[F:29][C:30]1[CH:37]=[CH:36][CH:35]=[C:34]([O:38][CH3:39])[C:31]=1[CH:32]=O, predict the reaction product. The product is: [CH2:1]([C:8]1[CH:9]=[N:10][C:11]2[C:16]([C:17]=1[C:18]1[CH:19]=[C:20]([NH:24][CH2:32][C:31]3[C:34]([O:38][CH3:39])=[CH:35][CH:36]=[CH:37][C:30]=3[F:29])[CH:21]=[CH:22][CH:23]=1)=[CH:15][CH:14]=[CH:13][C:12]=2[C:25]([F:28])([F:26])[F:27])[C:2]1[CH:3]=[CH:4][CH:5]=[CH:6][CH:7]=1.